From a dataset of Forward reaction prediction with 1.9M reactions from USPTO patents (1976-2016). Predict the product of the given reaction. (1) Given the reactants Cl.[NH2:2][OH:3].C([O-])(=O)C.[Na+].[CH3:9][O:10][C:11]1[CH:12]=[C:13]([C:19](=O)[CH2:20][C:21](=[O:26])[C:22]([F:25])([F:24])[F:23])[CH:14]=[CH:15][C:16]=1[O:17][CH3:18], predict the reaction product. The product is: [CH3:9][O:10][C:11]1[CH:12]=[C:13]([C:19]2[CH2:20][C:21]([C:22]([F:25])([F:24])[F:23])([OH:26])[O:3][N:2]=2)[CH:14]=[CH:15][C:16]=1[O:17][CH3:18]. (2) Given the reactants [CH3:1][C@H:2]1[CH2:7][CH2:6][C@H:5]([C:8](Cl)=[O:9])[CH2:4][CH2:3]1.N1C=CC=CC=1.[CH3:17][O:18][C:19]([C:21]1[S:22][C:23]([C:40]#[C:41][C:42]([CH3:45])([CH3:44])[CH3:43])=[CH:24][C:25]=1[NH:26][CH:27]1[CH2:32][CH2:31][N:30]([C:33]([O:35][C:36]([CH3:39])([CH3:38])[CH3:37])=[O:34])[CH2:29][CH2:28]1)=[O:20].CO, predict the reaction product. The product is: [CH3:17][O:18][C:19]([C:21]1[S:22][C:23]([C:40]#[C:41][C:42]([CH3:45])([CH3:44])[CH3:43])=[CH:24][C:25]=1[N:26]([C:8]([C@H:5]1[CH2:6][CH2:7][C@H:2]([CH3:1])[CH2:3][CH2:4]1)=[O:9])[CH:27]1[CH2:32][CH2:31][N:30]([C:33]([O:35][C:36]([CH3:37])([CH3:38])[CH3:39])=[O:34])[CH2:29][CH2:28]1)=[O:20]. (3) Given the reactants Br[C:2]1[S:12][C:5]2[C:6]3[S:11][CH:10]=[CH:9][C:7]=3[S:8][C:4]=2[C:3]=1[CH2:13][CH2:14][CH2:15][CH2:16][CH2:17][CH2:18][CH2:19][CH2:20][CH2:21][CH3:22].[CH:23]#[C:24][CH2:25][CH2:26][CH2:27][CH2:28][CH2:29][CH2:30][CH2:31][CH3:32], predict the reaction product. The product is: [CH2:13]([C:3]1[C:4]2[S:8][C:7]3[CH:9]=[C:10]([C:23]#[C:24][CH2:25][CH2:26][CH2:27][CH2:28][CH2:29][CH2:30][CH2:31][CH3:32])[S:11][C:6]=3[C:5]=2[S:12][CH:2]=1)[CH2:14][CH2:15][CH2:16][CH2:17][CH2:18][CH2:19][CH2:20][CH2:21][CH3:22]. (4) Given the reactants [O:1]([C:8]1[CH:13]=[CH:12][C:11]([CH2:14][C@H:15](NC)[CH3:16])=[CH:10][CH:9]=1)[C:2]1[CH:7]=[CH:6][CH:5]=[CH:4][CH:3]=1.C([O-])([O-])=O.[Cs+].[Cs+].C([O-])([O-])=O.[K+].[K+].Br[CH2:32][C:33]([O:35][C:36]([CH3:39])([CH3:38])[CH3:37])=[O:34].[CH3:40][N:41](C=O)C, predict the reaction product. The product is: [C:36]([O:35][C:33](=[O:34])[CH2:32][NH:41][CH2:40][C@H:15]([CH3:16])[CH2:14][C:11]1[CH:10]=[CH:9][C:8]([O:1][C:2]2[CH:3]=[CH:4][CH:5]=[CH:6][CH:7]=2)=[CH:13][CH:12]=1)([CH3:39])([CH3:38])[CH3:37]. (5) Given the reactants [F:1][C:2]1[CH:3]=[C:4]([NH:13]C(=O)OC(C)(C)C)[CH:5]=[CH:6][C:7]=1[C:8]1[N:9]=[CH:10][S:11][CH:12]=1, predict the reaction product. The product is: [F:1][C:2]1[CH:3]=[C:4]([NH2:13])[CH:5]=[CH:6][C:7]=1[C:8]1[N:9]=[CH:10][S:11][CH:12]=1. (6) The product is: [Br:18][C:13]1[CH:12]=[C:11]([CH:16]=[CH:15][C:14]=1[OH:17])[CH2:10][C@H:7]1[C@H:8]([OH:9])[C@@H:3]([NH:2][CH2:32][C:31]2[CH:34]=[CH:35][CH:36]=[C:29]([O:28][CH2:26][CH3:27])[CH:30]=2)[CH2:4][S:5](=[O:20])(=[O:19])[CH2:6]1. Given the reactants Cl.[NH2:2][C@@H:3]1[C@@H:8]([OH:9])[C@H:7]([CH2:10][C:11]2[CH:16]=[CH:15][C:14]([OH:17])=[C:13]([Br:18])[CH:12]=2)[CH2:6][S:5](=[O:20])(=[O:19])[CH2:4]1.CC([O-])=O.[Na+].[CH2:26]([O:28][C:29]1[CH:30]=[C:31]([CH:34]=[CH:35][CH:36]=1)[CH:32]=O)[CH3:27].[BH3-]C#N.[Na+], predict the reaction product. (7) Given the reactants [Cl:1][C:2]1[CH:3]=[C:4]([CH:35]=[CH:36][CH:37]=1)[CH2:5][NH:6][C:7]1[CH:8]=[C:9]([CH:13]([C:15]2[C:23]3[C:18](=[N:19][CH:20]=[C:21]([F:24])[CH:22]=3)[N:17]([Si](C(C)C)(C(C)C)C(C)C)[CH:16]=2)O)[N:10]([CH3:12])[N:11]=1.C([SiH](CC)CC)C.FC(F)(F)C(O)=O, predict the reaction product. The product is: [Cl:1][C:2]1[CH:3]=[C:4]([CH:35]=[CH:36][CH:37]=1)[CH2:5][NH:6][C:7]1[CH:8]=[C:9]([CH2:13][C:15]2[C:23]3[C:18](=[N:19][CH:20]=[C:21]([F:24])[CH:22]=3)[NH:17][CH:16]=2)[N:10]([CH3:12])[N:11]=1. (8) Given the reactants [NH2:1][C@H:2]([CH2:19][CH3:20])[CH2:3][N:4]1[CH:8]=[CH:7][C:6]([C:9]2[CH:16]=[CH:15][C:12]([C:13]#[N:14])=[C:11]([Cl:17])[C:10]=2[CH3:18])=[N:5]1.[C:21]([C:24]1[S:25][CH:26]=[C:27]([C:29](O)=[O:30])[N:28]=1)(=[O:23])[CH3:22], predict the reaction product. The product is: [C:21]([C:24]1[S:25][CH:26]=[C:27]([C:29]([NH:1][C@H:2]([CH2:19][CH3:20])[CH2:3][N:4]2[CH:8]=[CH:7][C:6]([C:9]3[CH:16]=[CH:15][C:12]([C:13]#[N:14])=[C:11]([Cl:17])[C:10]=3[CH3:18])=[N:5]2)=[O:30])[N:28]=1)(=[O:23])[CH3:22].